Dataset: Forward reaction prediction with 1.9M reactions from USPTO patents (1976-2016). Task: Predict the product of the given reaction. (1) Given the reactants C(OC([N:8]1[CH2:12][CH2:11][CH2:10][C@@H:9]1[C:13]1[N:14]=[N:15][N:16]([C:18]2[CH:23]=[CH:22][CH:21]=[C:20]([C:24]#[N:25])[CH:19]=2)[N:17]=1)=O)(C)(C)C.C(O)(C(F)(F)F)=O, predict the reaction product. The product is: [NH:8]1[CH2:12][CH2:11][CH2:10][C@@H:9]1[C:13]1[N:14]=[N:15][N:16]([C:18]2[CH:19]=[C:20]([CH:21]=[CH:22][CH:23]=2)[C:24]#[N:25])[N:17]=1. (2) Given the reactants Br[C:2]1[CH:11]=[C:10]2[C:5]([CH:6]=[CH:7][N:8]=[CH:9]2)=[CH:4][C:3]=1[O:12][CH3:13].[B:14]1(B2OC(C)(C)C(C)(C)O2)[O:18]C(C)(C)C(C)(C)[O:15]1.C([O-])(=O)C.[K+].C(Cl)Cl, predict the reaction product. The product is: [CH3:13][O:12][C:3]1[CH:4]=[C:5]2[C:10](=[CH:11][C:2]=1[B:14]([OH:18])[OH:15])[CH:9]=[N:8][CH:7]=[CH:6]2.